This data is from Forward reaction prediction with 1.9M reactions from USPTO patents (1976-2016). The task is: Predict the product of the given reaction. (1) The product is: [CH3:50][C:47]1[CH:48]=[CH:49][C:44]([C:8]2[C:9]3[C:14]([NH:15][CH2:16][CH2:17][CH2:18][CH2:19][CH2:20][C:21]([O:23][CH3:24])=[O:22])=[N:13][CH:12]=[N:11][C:10]=3[O:25][C:7]=2[C:1]2[CH:2]=[CH:3][CH:4]=[CH:5][CH:6]=2)=[N:45][CH:46]=1. Given the reactants [C:1]1([C:7]2[O:25][C:10]3[N:11]=[CH:12][N:13]=[C:14]([NH:15][CH2:16][CH2:17][CH2:18][CH2:19][CH2:20][C:21]([O:23][CH3:24])=[O:22])[C:9]=3[C:8]=2B2OC(C)(C)C(C)(C)O2)[CH:6]=[CH:5][CH:4]=[CH:3][CH:2]=1.C(=O)([O-])[O-].[K+].[K+].CO.Br[C:44]1[CH:49]=[CH:48][C:47]([CH3:50])=[CH:46][N:45]=1, predict the reaction product. (2) Given the reactants O[CH2:2][CH2:3][O:4][C:5]1[CH:6]=[CH:7][C:8]([C:21]2[NH:30][C:29](=[O:31])[C:28]3[C:23](=[CH:24][C:25]([O:32][CH3:33])=[CH:26][CH:27]=3)[N:22]=2)=[N:9][C:10]=1[C:11]1[CH:16]=[CH:15][C:14]([S:17]([CH3:20])(=[O:19])=[O:18])=[CH:13][CH:12]=1.P(Br)(Br)[Br:35], predict the reaction product. The product is: [Br:35][CH2:2][CH2:3][O:4][C:5]1[CH:6]=[CH:7][C:8]([C:21]2[NH:30][C:29](=[O:31])[C:28]3[C:23](=[CH:24][C:25]([O:32][CH3:33])=[CH:26][CH:27]=3)[N:22]=2)=[N:9][C:10]=1[C:11]1[CH:16]=[CH:15][C:14]([S:17]([CH3:20])(=[O:19])=[O:18])=[CH:13][CH:12]=1. (3) Given the reactants [NH2:1][C:2]1[N:7]=[C:6]([OH:8])[C:5]([CH2:9][C:10]2[CH:15]=[CH:14][C:13]([CH2:16][C:17]#[N:18])=[CH:12][CH:11]=2)=[C:4]([CH3:19])[N:3]=1.[CH:20]([C:23]1[CH:28]=[C:27]([CH:29]([CH3:31])[CH3:30])[CH:26]=[C:25]([CH:32]([CH3:34])[CH3:33])[C:24]=1[S:35](Cl)(=[O:37])=[O:36])([CH3:22])[CH3:21].C1N2CCN(CC2)C1.O, predict the reaction product. The product is: [NH2:1][C:2]1[N:7]=[C:6]([O:8][S:35]([C:24]2[C:25]([CH:32]([CH3:33])[CH3:34])=[CH:26][C:27]([CH:29]([CH3:31])[CH3:30])=[CH:28][C:23]=2[CH:20]([CH3:22])[CH3:21])(=[O:37])=[O:36])[C:5]([CH2:9][C:10]2[CH:15]=[CH:14][C:13]([CH2:16][C:17]#[N:18])=[CH:12][CH:11]=2)=[C:4]([CH3:19])[N:3]=1.